From a dataset of Full USPTO retrosynthesis dataset with 1.9M reactions from patents (1976-2016). Predict the reactants needed to synthesize the given product. (1) The reactants are: CN(C=O)C.[C:6](Cl)(=O)[C:7]([Cl:9])=[O:8].[CH3:12][S:13]([C:16]1[CH:17]=C([CH:22]=[CH:23][CH:24]=1)C(O)=O)(=[O:15])=[O:14]. Given the product [CH3:12][S:13]([C:16]1[CH:17]=[C:6]([CH:22]=[CH:23][CH:24]=1)[C:7]([Cl:9])=[O:8])(=[O:15])=[O:14], predict the reactants needed to synthesize it. (2) Given the product [NH2:13][C:14]1[C:15]2[C:22]([Br:23])=[CH:21][N:20]([C@@H:24]3[O:28][C@@:27]([CH2:31][OH:32])([CH:29]=[O:30])[C@@H:26]([O:33][Si:34]([C:37]([CH3:40])([CH3:39])[CH3:38])([CH3:35])[CH3:36])[CH2:25]3)[C:16]=2[N:17]=[CH:18][N:19]=1, predict the reactants needed to synthesize it. The reactants are: I(C1C=CC=CC=1C(O)=O)(=O)=O.[NH2:13][C:14]1[C:15]2[C:22]([Br:23])=[CH:21][N:20]([C@@H:24]3[O:28][C:27]([CH2:31][OH:32])([CH2:29][OH:30])[C@@H:26]([O:33][Si:34]([C:37]([CH3:40])([CH3:39])[CH3:38])([CH3:36])[CH3:35])[CH2:25]3)[C:16]=2[N:17]=[CH:18][N:19]=1.